This data is from Forward reaction prediction with 1.9M reactions from USPTO patents (1976-2016). The task is: Predict the product of the given reaction. (1) Given the reactants [CH2:1]([O:8][C:9]1[CH:38]=[CH:37][C:36]([C:39]([F:42])([F:41])[F:40])=[CH:35][C:10]=1[CH2:11][N:12]([CH2:20][C:21]1[CH:26]=[C:25]([C:27]([F:30])([F:29])[F:28])[CH:24]=[C:23]([C:31]([F:34])([F:33])[F:32])[CH:22]=1)[C:13]1[N:18]=[CH:17][C:16](Br)=[CH:15][N:14]=1)[C:2]1[CH:7]=[CH:6][CH:5]=[CH:4][CH:3]=1.C([O-])(=[O:45])C.[K+].B1(B2OC(C)(C)C(C)(C)O2)OC(C)(C)C(C)(C)O1.C(OCC)(=O)C, predict the reaction product. The product is: [CH2:1]([O:8][C:9]1[CH:38]=[CH:37][C:36]([C:39]([F:42])([F:41])[F:40])=[CH:35][C:10]=1[CH2:11][N:12]([CH2:20][C:21]1[CH:26]=[C:25]([C:27]([F:30])([F:29])[F:28])[CH:24]=[C:23]([C:31]([F:34])([F:33])[F:32])[CH:22]=1)[C:13]1[N:18]=[CH:17][C:16]([OH:45])=[CH:15][N:14]=1)[C:2]1[CH:7]=[CH:6][CH:5]=[CH:4][CH:3]=1. (2) Given the reactants [CH3:1][O:2][C:3]([C:5]1[N:6]([CH2:23][C:24]2[CH:29]=[CH:28][C:27]([NH2:30])=[CH:26][CH:25]=2)[C:7](=[O:22])[C:8]2[C:13]([C:14]=1[C:15]1[CH:20]=[CH:19][CH:18]=[CH:17][CH:16]=1)=[CH:12][C:11]([Br:21])=[CH:10][CH:9]=2)=[O:4].C(N(CC)CC)C.[CH3:38][S:39](Cl)(=[O:41])=[O:40], predict the reaction product. The product is: [CH3:1][O:2][C:3]([C:5]1[N:6]([CH2:23][C:24]2[CH:25]=[CH:26][C:27]([NH:30][S:39]([CH3:38])(=[O:41])=[O:40])=[CH:28][CH:29]=2)[C:7](=[O:22])[C:8]2[C:13]([C:14]=1[C:15]1[CH:16]=[CH:17][CH:18]=[CH:19][CH:20]=1)=[CH:12][C:11]([Br:21])=[CH:10][CH:9]=2)=[O:4].